This data is from NCI-60 drug combinations with 297,098 pairs across 59 cell lines. The task is: Regression. Given two drug SMILES strings and cell line genomic features, predict the synergy score measuring deviation from expected non-interaction effect. (1) Drug 1: CC1C(C(CC(O1)OC2CC(OC(C2O)C)OC3=CC4=CC5=C(C(=O)C(C(C5)C(C(=O)C(C(C)O)O)OC)OC6CC(C(C(O6)C)O)OC7CC(C(C(O7)C)O)OC8CC(C(C(O8)C)O)(C)O)C(=C4C(=C3C)O)O)O)O. Drug 2: B(C(CC(C)C)NC(=O)C(CC1=CC=CC=C1)NC(=O)C2=NC=CN=C2)(O)O. Cell line: DU-145. Synergy scores: CSS=53.9, Synergy_ZIP=5.15, Synergy_Bliss=6.26, Synergy_Loewe=0.295, Synergy_HSA=5.27. (2) Drug 1: CC1=C2C(C(=O)C3(C(CC4C(C3C(C(C2(C)C)(CC1OC(=O)C(C(C5=CC=CC=C5)NC(=O)OC(C)(C)C)O)O)OC(=O)C6=CC=CC=C6)(CO4)OC(=O)C)OC)C)OC. Drug 2: C1CCC(C1)C(CC#N)N2C=C(C=N2)C3=C4C=CNC4=NC=N3. Cell line: DU-145. Synergy scores: CSS=41.7, Synergy_ZIP=-0.865, Synergy_Bliss=0.659, Synergy_Loewe=-19.4, Synergy_HSA=1.98. (3) Drug 1: C1=C(C(=O)NC(=O)N1)F. Drug 2: CCC1=C2CN3C(=CC4=C(C3=O)COC(=O)C4(CC)O)C2=NC5=C1C=C(C=C5)O. Cell line: OVCAR3. Synergy scores: CSS=69.6, Synergy_ZIP=-4.59, Synergy_Bliss=-5.84, Synergy_Loewe=1.43, Synergy_HSA=3.18.